From a dataset of Full USPTO retrosynthesis dataset with 1.9M reactions from patents (1976-2016). Predict the reactants needed to synthesize the given product. (1) The reactants are: [CH2:1]([N:8]([CH2:27][C@@H:28]([C:30]1[CH:35]=[CH:34][CH:33]=[C:32]([Cl:36])[CH:31]=1)[OH:29])[CH2:9][CH2:10][C:11]1[CH:16]=[CH:15][C:14]([S:17]([C:20]2[CH:21]=[C:22]([OH:26])[CH:23]=[CH:24][CH:25]=2)(=[O:19])=[O:18])=[CH:13][CH:12]=1)[C:2]1[CH:7]=[CH:6][CH:5]=[CH:4][CH:3]=1.N1C(C)=CC=CC=1C.[F:45][C:46]([F:59])([F:58])[S:47](O[S:47]([C:46]([F:59])([F:58])[F:45])(=[O:49])=[O:48])(=[O:49])=[O:48].Cl. Given the product [F:45][C:46]([F:59])([F:58])[S:47]([O:26][C:22]1[CH:23]=[CH:24][CH:25]=[C:20]([S:17]([C:14]2[CH:15]=[CH:16][C:11]([CH2:10][CH2:9][N:8]([CH2:1][C:2]3[CH:3]=[CH:4][CH:5]=[CH:6][CH:7]=3)[CH2:27][C@@H:28]([C:30]3[CH:35]=[CH:34][CH:33]=[C:32]([Cl:36])[CH:31]=3)[OH:29])=[CH:12][CH:13]=2)(=[O:18])=[O:19])[CH:21]=1)(=[O:49])=[O:48], predict the reactants needed to synthesize it. (2) The reactants are: [Br:1][C:2]1[C:7](F)=[CH:6][N:5]=[C:4]([C:9]2[CH2:13][CH2:12][C@:11]3([CH2:17][CH2:16][N:15]([CH3:18])[C:14]3=[O:19])[N:10]=2)[CH:3]=1.[CH3:20][O-:21].[Na+].CO. Given the product [Br:1][C:2]1[C:7]([O:21][CH3:20])=[CH:6][N:5]=[C:4]([C:9]2[CH2:13][CH2:12][C@:11]3([CH2:17][CH2:16][N:15]([CH3:18])[C:14]3=[O:19])[N:10]=2)[CH:3]=1, predict the reactants needed to synthesize it. (3) Given the product [CH3:20][O:19][C@@H:6]1[C@H:7]([OH:12])[C@@H:8]([CH2:10][OH:11])[O:9][C@H:5]1[N:4]1[CH:3]=[C:2]([CH3:1])[C:16](=[O:17])[NH:15][C:14]1=[O:13], predict the reactants needed to synthesize it. The reactants are: [CH3:1][C:2]1[C:16](=[O:17])[N:15]=[C:14]2[N:4]([C@@H:5]3[O:9][C@H:8]([CH2:10][OH:11])[C@@H:7]([OH:12])[C@@H:6]3[O:13]2)[CH:3]=1.B(OC)(OC)[O:19][CH3:20].